Dataset: Forward reaction prediction with 1.9M reactions from USPTO patents (1976-2016). Task: Predict the product of the given reaction. Given the reactants [O:1]1[CH2:3][CH:2]1[CH2:4][O:5][C:6]1[CH:11]=[CH:10][CH:9]=[CH:8][C:7]=1[C:12]#[N:13].[NH2:14][C:15]([CH3:26])([CH3:25])[CH2:16][NH:17][C:18]([O:20][C:21]([CH3:24])([CH3:23])[CH3:22])=[O:19], predict the reaction product. The product is: [C:21]([O:20][C:18]([NH:17][CH2:16][C:15]([NH:14][CH2:3][CH:2]([OH:1])[CH2:4][O:5][C:6]1[CH:11]=[CH:10][CH:9]=[CH:8][C:7]=1[C:12]#[N:13])([CH3:26])[CH3:25])=[O:19])([CH3:24])([CH3:23])[CH3:22].